The task is: Regression. Given a peptide amino acid sequence and an MHC pseudo amino acid sequence, predict their binding affinity value. This is MHC class I binding data.. This data is from Peptide-MHC class I binding affinity with 185,985 pairs from IEDB/IMGT. (1) The peptide sequence is VWAPLILAYFPVF. The MHC is HLA-A03:01 with pseudo-sequence HLA-A03:01. The binding affinity (normalized) is 0.0985. (2) The binding affinity (normalized) is 0.0847. The peptide sequence is SVKEKDMTK. The MHC is HLA-B35:01 with pseudo-sequence HLA-B35:01. (3) The peptide sequence is DEIKCPNLN. The MHC is HLA-A01:01 with pseudo-sequence HLA-A01:01. The binding affinity (normalized) is 0.00686. (4) The peptide sequence is DEEAINLFH. The MHC is HLA-A69:01 with pseudo-sequence HLA-A69:01. The binding affinity (normalized) is 0.0847. (5) The peptide sequence is LLFADINGK. The MHC is HLA-A11:01 with pseudo-sequence HLA-A11:01. The binding affinity (normalized) is 0.799. (6) The peptide sequence is KRFQPFQQF. The MHC is HLA-A03:01 with pseudo-sequence HLA-A03:01. The binding affinity (normalized) is 0.172. (7) The peptide sequence is FNGTRAENR. The MHC is HLA-A68:01 with pseudo-sequence HLA-A68:01. The binding affinity (normalized) is 0.304. (8) The peptide sequence is SQEDNHFSL. The MHC is HLA-B27:05 with pseudo-sequence HLA-B27:05. The binding affinity (normalized) is 0.0847. (9) The peptide sequence is GLYPAQIKA. The MHC is HLA-A02:19 with pseudo-sequence HLA-A02:19. The binding affinity (normalized) is 0.0847.